From a dataset of Peptide-MHC class II binding affinity with 134,281 pairs from IEDB. Regression. Given a peptide amino acid sequence and an MHC pseudo amino acid sequence, predict their binding affinity value. This is MHC class II binding data. (1) The peptide sequence is VTDLFAAQPGLTSAV. The MHC is DRB1_0401 with pseudo-sequence DRB1_0401. The binding affinity (normalized) is 0.998. (2) The binding affinity (normalized) is 0.661. The peptide sequence is ETALKKAITAMSE. The MHC is HLA-DPA10103-DPB10301 with pseudo-sequence HLA-DPA10103-DPB10301. (3) The peptide sequence is SQDLELSWNLNGLAAY. The MHC is DRB1_0802 with pseudo-sequence DRB1_0802. The binding affinity (normalized) is 0.339. (4) The peptide sequence is AGELELQFRRVKSKYPEGTK. The MHC is HLA-DPA10103-DPB10401 with pseudo-sequence HLA-DPA10103-DPB10401. The binding affinity (normalized) is 0.426. (5) The binding affinity (normalized) is 0.175. The MHC is HLA-DPA10201-DPB10501 with pseudo-sequence HLA-DPA10201-DPB10501. The peptide sequence is ETDTYPDKLPFKN. (6) The peptide sequence is EGRKVAIKGPLRISA. The MHC is HLA-DQA10501-DQB10302 with pseudo-sequence HLA-DQA10501-DQB10302. The binding affinity (normalized) is 0.296. (7) The peptide sequence is PRLLYAKSSPAYPSV. The MHC is HLA-DPA10103-DPB10401 with pseudo-sequence HLA-DPA10103-DPB10401. The binding affinity (normalized) is 0.0928.